Dataset: Catalyst prediction with 721,799 reactions and 888 catalyst types from USPTO. Task: Predict which catalyst facilitates the given reaction. (1) Reactant: Cl[C:2]1[C:11]2[C:6](=[CH:7][CH:8]=[C:9]([F:12])[CH:10]=2)[N:5]=[C:4]([C:13]2[CH:18]=[CH:17][CH:16]=[CH:15][N:14]=2)[C:3]=1[CH3:19].[O:20]1[CH2:25][CH2:24][N:23]([C:26]2[CH:32]=[CH:31][C:30]([N:33]3[CH2:38][CH2:37][O:36][CH2:35][CH2:34]3)=[CH:29][C:27]=2[NH2:28])[CH2:22][CH2:21]1.Cl.O1CCOCC1. Product: [N:23]1([C:26]2[CH:32]=[CH:31][C:30]([N:33]3[CH2:34][CH2:35][O:36][CH2:37][CH2:38]3)=[CH:29][C:27]=2[NH:28][C:2]2[C:11]3[C:6](=[CH:7][CH:8]=[C:9]([F:12])[CH:10]=3)[N:5]=[C:4]([C:13]3[CH:18]=[CH:17][CH:16]=[CH:15][N:14]=3)[C:3]=2[CH3:19])[CH2:24][CH2:25][O:20][CH2:21][CH2:22]1. The catalyst class is: 5. (2) Reactant: [C:1]([O:5][C:6](=[O:20])[CH2:7][N:8]1[C:12]2=[N:13][CH:14]=[N:15][C:16]([NH2:17])=[C:11]2[C:10]([C:18]#[N:19])=[N:9]1)([CH3:4])([CH3:3])[CH3:2].CCO.[CH2:24](N)[CH2:25][NH2:26]. Product: [NH2:17][C:16]1[N:15]=[CH:14][N:13]=[C:12]2[N:8]([CH2:7][C:6]([O:5][C:1]([CH3:4])([CH3:2])[CH3:3])=[O:20])[N:9]=[C:10]([C:18]3[NH:26][CH2:25][CH2:24][N:19]=3)[C:11]=12. The catalyst class is: 15. (3) Reactant: [H-].[Na+].[NH:3]1[C:12]2[C:7](=[CH:8][CH:9]=[CH:10][CH:11]=2)[CH2:6][CH2:5][CH2:4]1.[CH3:13]I. Product: [CH3:13][N:3]1[C:12]2[C:7](=[CH:8][CH:9]=[CH:10][CH:11]=2)[CH2:6][CH2:5][CH2:4]1. The catalyst class is: 1. (4) Reactant: [Cl:1][C:2]1[C:20]([CH3:21])=[CH:19][C:5]([O:6][CH2:7][CH2:8][CH2:9][C:10]2[C:18]3[C:13](=[CH:14][CH:15]=[CH:16][CH:17]=3)[NH:12][CH:11]=2)=[CH:4][C:3]=1[CH3:22].[H-].[Na+].Br[CH:26]([CH3:32])[C:27]([O:29]CC)=[O:28].O.CC#N. Product: [Cl:1][C:2]1[C:20]([CH3:21])=[CH:19][C:5]([O:6][CH2:7][CH2:8][CH2:9][C:10]2[C:18]3[C:13](=[CH:14][CH:15]=[CH:16][CH:17]=3)[N:12]([CH:26]([CH3:32])[C:27]([OH:29])=[O:28])[CH:11]=2)=[CH:4][C:3]=1[CH3:22]. The catalyst class is: 726.